From a dataset of Reaction yield outcomes from USPTO patents with 853,638 reactions. Predict the reaction yield, written as a fraction of the theoretical maximum amount of product (1.0 means a 100% yield; for example, 0.34 means a 34% yield). (1) The reactants are O[C:2]1[C:11]([NH:12][C:13](=[O:26])[C:14]2[CH:19]=[CH:18][C:17]([C:20]3[CH:25]=[CH:24][CH:23]=[CH:22][N:21]=3)=[CH:16][CH:15]=2)=[CH:10][CH:9]=[CH:8][C:3]=1[C:4]([O:6][CH3:7])=[O:5].O.CC1C=CC(S(O)(=O)=O)=CC=1. The catalyst is C1(C)C=CC=CC=1. The product is [N:21]1[CH:22]=[CH:23][CH:24]=[CH:25][C:20]=1[C:17]1[CH:18]=[CH:19][C:14]([C:13]2[O:26][C:2]3[C:3]([C:4]([O:6][CH3:7])=[O:5])=[CH:8][CH:9]=[CH:10][C:11]=3[N:12]=2)=[CH:15][CH:16]=1. The yield is 0.170. (2) The reactants are [CH3:1][C:2]1([CH3:20])[CH2:6][N:5]([C:7]2[N:12]=[CH:11][C:10]([C:13]#[C:14][Si](C)(C)C)=[CH:9]N=2)[C:4](=[O:19])[CH2:3]1.[F:21][C:22]1[CH:27]=[CH:26][C:25](I)=[CH:24][CH:23]=1.[CH3:29]CN(CC)CC.CCCC[N+](CCCC)(CCCC)CCCC.[F-].C1COCC1. The catalyst is CN(C=O)C.Cl[Pd](Cl)([P](C1C=CC=CC=1)(C1C=CC=CC=1)C1C=CC=CC=1)[P](C1C=CC=CC=1)(C1C=CC=CC=1)C1C=CC=CC=1.[Cu]I. The product is [F:21][C:22]1[CH:27]=[CH:26][C:25]([C:14]#[C:13][C:10]2[CH:9]=[CH:29][C:7]([N:5]3[CH2:6][C:2]([CH3:1])([CH3:20])[CH2:3][C:4]3=[O:19])=[N:12][CH:11]=2)=[CH:24][CH:23]=1. The yield is 0.730.